Dataset: NCI-60 drug combinations with 297,098 pairs across 59 cell lines. Task: Regression. Given two drug SMILES strings and cell line genomic features, predict the synergy score measuring deviation from expected non-interaction effect. (1) Drug 1: CC1C(C(CC(O1)OC2CC(CC3=C2C(=C4C(=C3O)C(=O)C5=C(C4=O)C(=CC=C5)OC)O)(C(=O)C)O)N)O.Cl. Drug 2: CC1CCC2CC(C(=CC=CC=CC(CC(C(=O)C(C(C(=CC(C(=O)CC(OC(=O)C3CCCCN3C(=O)C(=O)C1(O2)O)C(C)CC4CCC(C(C4)OC)OCCO)C)C)O)OC)C)C)C)OC. Cell line: BT-549. Synergy scores: CSS=33.5, Synergy_ZIP=3.06, Synergy_Bliss=3.52, Synergy_Loewe=5.96, Synergy_HSA=8.25. (2) Drug 1: C1CN(CCN1C(=O)CCBr)C(=O)CCBr. Drug 2: C1C(C(OC1N2C=NC3=C2NC=NCC3O)CO)O. Cell line: MDA-MB-231. Synergy scores: CSS=21.3, Synergy_ZIP=-1.98, Synergy_Bliss=2.66, Synergy_Loewe=2.97, Synergy_HSA=3.46. (3) Drug 1: C1=CC(=C2C(=C1NCCNCCO)C(=O)C3=C(C=CC(=C3C2=O)O)O)NCCNCCO. Drug 2: CCN(CC)CCCC(C)NC1=C2C=C(C=CC2=NC3=C1C=CC(=C3)Cl)OC. Cell line: HS 578T. Synergy scores: CSS=41.9, Synergy_ZIP=3.99, Synergy_Bliss=6.77, Synergy_Loewe=3.53, Synergy_HSA=9.22. (4) Drug 2: C1=CC(=CC=C1CC(C(=O)O)N)N(CCCl)CCCl.Cl. Cell line: HOP-92. Synergy scores: CSS=42.0, Synergy_ZIP=-8.03, Synergy_Bliss=-3.79, Synergy_Loewe=-10.6, Synergy_HSA=-1.32. Drug 1: COC1=CC(=CC(=C1O)OC)C2C3C(COC3=O)C(C4=CC5=C(C=C24)OCO5)OC6C(C(C7C(O6)COC(O7)C8=CC=CS8)O)O. (5) Drug 1: C1=NC2=C(N1)C(=S)N=CN2. Drug 2: CC1CCC2CC(C(=CC=CC=CC(CC(C(=O)C(C(C(=CC(C(=O)CC(OC(=O)C3CCCCN3C(=O)C(=O)C1(O2)O)C(C)CC4CCC(C(C4)OC)O)C)C)O)OC)C)C)C)OC. Cell line: ACHN. Synergy scores: CSS=9.74, Synergy_ZIP=-6.61, Synergy_Bliss=-5.08, Synergy_Loewe=-5.98, Synergy_HSA=-0.815. (6) Drug 1: CN1C(=O)N2C=NC(=C2N=N1)C(=O)N. Drug 2: COCCOC1=C(C=C2C(=C1)C(=NC=N2)NC3=CC=CC(=C3)C#C)OCCOC.Cl. Cell line: UO-31. Synergy scores: CSS=5.67, Synergy_ZIP=-2.67, Synergy_Bliss=-1.02, Synergy_Loewe=-5.56, Synergy_HSA=-5.16. (7) Drug 1: C1=NC(=NC(=O)N1C2C(C(C(O2)CO)O)O)N. Drug 2: CNC(=O)C1=NC=CC(=C1)OC2=CC=C(C=C2)NC(=O)NC3=CC(=C(C=C3)Cl)C(F)(F)F. Cell line: CAKI-1. Synergy scores: CSS=12.5, Synergy_ZIP=-5.35, Synergy_Bliss=-6.78, Synergy_Loewe=-27.7, Synergy_HSA=-7.31.